This data is from Peptide-MHC class I binding affinity with 185,985 pairs from IEDB/IMGT. The task is: Regression. Given a peptide amino acid sequence and an MHC pseudo amino acid sequence, predict their binding affinity value. This is MHC class I binding data. (1) The peptide sequence is IMSMMNITRL. The MHC is HLA-A02:01 with pseudo-sequence HLA-A02:01. The binding affinity (normalized) is 0.478. (2) The peptide sequence is SQCQAIHNVV. The MHC is HLA-A02:02 with pseudo-sequence HLA-A02:02. The binding affinity (normalized) is 0.256.